From a dataset of Forward reaction prediction with 1.9M reactions from USPTO patents (1976-2016). Predict the product of the given reaction. (1) Given the reactants [CH3:1][S:2]([N:5]([CH3:17])[C:6]1[CH:11]=[CH:10][CH:9]=[CH:8][C:7]=1[CH:12](C)[C:13](O)=O)(=[O:4])=[O:3].C1C=CC(OP(OC2C=CC=CC=2)([N:27]=[N+]=[N-])=O)=CC=1.C(N(CC)CC)C.Cl.C(O)(C)(C)C.FC(F)(F)C(O)=O, predict the reaction product. The product is: [NH2:27][CH:12]([C:7]1[CH:8]=[CH:9][CH:10]=[CH:11][C:6]=1[N:5]([CH3:17])[S:2]([CH3:1])(=[O:4])=[O:3])[CH3:13]. (2) Given the reactants N1CCC[CH2:2]1.C([Li])CCC.[CH3:11][CH2:12][C@@H:13]([C:15]([O:17][C@@H:18]1[C@@H:23]2[C@@H:24]([CH2:29][CH2:30][C@H:31]3[O:37][C:35](=[O:36])[CH2:34][C@H:33]([OH:38])[CH2:32]3)[C@@H:25]([CH3:28])[CH:26]=[CH:27][C:22]2=[CH:21][C@H:20]([CH3:39])[CH2:19]1)=[O:16])[CH3:14].CI, predict the reaction product. The product is: [CH3:11][CH2:12][C:13]([C:15]([O:17][C@@H:18]1[C@@H:23]2[C@@H:24]([CH2:29][CH2:30][C@H:31]3[O:37][C:35](=[O:36])[CH2:34][C@H:33]([OH:38])[CH2:32]3)[C@@H:25]([CH3:28])[CH:26]=[CH:27][C:22]2=[CH:21][C@H:20]([CH3:39])[CH2:19]1)=[O:16])([CH3:2])[CH3:14]. (3) Given the reactants [F-].C([N+](CCCC)(CCCC)CCCC)CCC.[Br:19][C:20]1[C:21]([CH:27]=[O:28])=[N:22][CH:23]=[CH:24][C:25]=1[CH3:26].[F:29][C:30]([Si](C)(C)C)([F:32])[F:31], predict the reaction product. The product is: [Br:19][C:20]1[C:21]([CH:27]([OH:28])[C:30]([F:32])([F:31])[F:29])=[N:22][CH:23]=[CH:24][C:25]=1[CH3:26]. (4) The product is: [O:23]1[C:24]2[CH:30]=[CH:29][CH:28]=[CH:27][C:25]=2[N:26]=[C:22]1[N:17]1[CH2:16][CH:15]2[CH2:14][N:13]([C:11]([C:4]3[C:3]([O:2][CH3:1])=[CH:8][CH:7]=[CH:6][C:5]=3[O:9][CH3:10])=[O:12])[CH2:20][CH:19]2[CH2:18]1. Given the reactants [CH3:1][O:2][C:3]1[CH:8]=[CH:7][CH:6]=[C:5]([O:9][CH3:10])[C:4]=1[C:11]([N:13]1[CH2:20][CH:19]2[CH:15]([CH2:16][NH:17][CH2:18]2)[CH2:14]1)=[O:12].Cl[C:22]1[O:23][C:24]2[CH:30]=[CH:29][CH:28]=[CH:27][C:25]=2[N:26]=1, predict the reaction product. (5) The product is: [F:1][CH2:2][C:3]1[CH:12]=[CH:11][C:6]([C:7]([OH:9])=[O:8])=[CH:5][CH:4]=1. Given the reactants [F:1][CH2:2][C:3]1[CH:12]=[CH:11][C:6]([C:7]([O:9]C)=[O:8])=[CH:5][CH:4]=1.[OH-].[Na+].Cl, predict the reaction product. (6) Given the reactants I[CH2:2][C:3]([CH2:22][O:23][CH2:24][CH2:25][CH2:26][CH2:27][CH2:28][CH2:29][CH2:30][CH2:31][CH2:32][CH2:33][CH2:34][CH2:35][CH2:36][CH3:37])([CH2:6][O:7][CH2:8][CH2:9][CH2:10][CH2:11][CH2:12][CH2:13][CH2:14][CH2:15][CH2:16][CH2:17][CH2:18][CH2:19][CH2:20][CH3:21])[CH2:4]I.C(=O)([O-])[O-].[K+].[K+].[NH:44]1[CH2:48][CH2:47][CH2:46][CH2:45]1, predict the reaction product. The product is: [N:44]1([CH2:2][C:3]([CH2:22][O:23][CH2:24][CH2:25][CH2:26][CH2:27][CH2:28][CH2:29][CH2:30][CH2:31][CH2:32][CH2:33][CH2:34][CH2:35][CH2:36][CH3:37])([CH2:6][O:7][CH2:8][CH2:9][CH2:10][CH2:11][CH2:12][CH2:13][CH2:14][CH2:15][CH2:16][CH2:17][CH2:18][CH2:19][CH2:20][CH3:21])[CH2:4][N:44]2[CH2:48][CH2:47][CH2:46][CH2:45]2)[CH2:48][CH2:47][CH2:46][CH2:45]1.